This data is from Reaction yield outcomes from USPTO patents with 853,638 reactions. The task is: Predict the reaction yield, written as a fraction of the theoretical maximum amount of product (1.0 means a 100% yield; for example, 0.34 means a 34% yield). (1) The reactants are [C:1](Cl)(=[O:5])C(Cl)=O.[Cl:7][C:8]1[CH:16]=[CH:15][C:14]([C:17]2[CH:22]=[CH:21][CH:20]=[CH:19][N:18]=2)=[CH:13][C:9]=1[C:10]([NH2:12])=[O:11].[NH2:23][C:24]1[S:25][C:26]2[CH:32]=[C:31]([S:33]([CH3:36])(=[O:35])=[O:34])[CH:30]=[CH:29][C:27]=2[N:28]=1. The catalyst is C1COCC1. The product is [Cl:7][C:8]1[CH:16]=[CH:15][C:14]([C:17]2[CH:22]=[CH:21][CH:20]=[CH:19][N:18]=2)=[CH:13][C:9]=1[C:10]([NH:12][C:1](=[O:5])[NH:23][C:24]1[S:25][C:26]2[CH:32]=[C:31]([S:33]([CH3:36])(=[O:35])=[O:34])[CH:30]=[CH:29][C:27]=2[N:28]=1)=[O:11]. The yield is 0.100. (2) The reactants are Cl.[NH2:2][CH2:3][C:4]1[CH:5]=[C:6]([CH2:10][N:11]2[C:19]3[C:14](=[C:15]([O:20][CH3:21])[CH:16]=[CH:17][CH:18]=3)[C:13]([NH:22][S:23]([C:26]3[S:27][C:28]([Cl:31])=[CH:29][CH:30]=3)(=[O:25])=[O:24])=[N:12]2)[CH:7]=[CH:8][CH:9]=1.C([NH:39][C:40]([CH3:45])([C:42](O)=[O:43])[CH3:41])(OC(C)(C)C)=O.CN(C(ON1N=NC2C=CC=NC1=2)=[N+](C)C)C.F[P-](F)(F)(F)(F)F.CCN(C(C)C)C(C)C.C(O)(C(F)(F)F)=O. The catalyst is CN(C=O)C.CO.CS(C)=O. The product is [Cl:31][C:28]1[S:27][C:26]([S:23]([NH:22][C:13]2[C:14]3[C:19](=[CH:18][CH:17]=[CH:16][C:15]=3[O:20][CH3:21])[N:11]([CH2:10][C:6]3[CH:5]=[C:4]([CH2:3][NH:2][C:42](=[O:43])[C:40]([CH3:45])([CH3:41])[NH2:39])[CH:9]=[CH:8][CH:7]=3)[N:12]=2)(=[O:25])=[O:24])=[CH:30][CH:29]=1. The yield is 0.420. (3) The reactants are [Cl:1][C:2]1[C:3]([S:32](O)(=[O:34])=[O:33])=[N:4][CH:5]=[C:6]([C:17]([N:19]2[CH2:24][CH2:23][CH:22]([C:25]3[CH:30]=[CH:29][C:28]([F:31])=[CH:27][CH:26]=3)[CH2:21][CH2:20]2)=[O:18])[C:7]=1[NH:8][C:9]1[CH:14]=[CH:13][C:12]([F:15])=[CH:11][C:10]=1[CH3:16].[NH:36]1[CH2:41][CH2:40][O:39][CH2:38][CH:37]1[C:42]([O:44][CH3:45])=[O:43]. No catalyst specified. The product is [Cl:1][C:2]1[C:3]([S:32]([N:36]2[CH2:41][CH2:40][O:39][CH2:38][CH:37]2[C:42]([O:44][CH3:45])=[O:43])(=[O:34])=[O:33])=[N:4][CH:5]=[C:6]([C:17]([N:19]2[CH2:24][CH2:23][CH:22]([C:25]3[CH:26]=[CH:27][C:28]([F:31])=[CH:29][CH:30]=3)[CH2:21][CH2:20]2)=[O:18])[C:7]=1[NH:8][C:9]1[CH:14]=[CH:13][C:12]([F:15])=[CH:11][C:10]=1[CH3:16]. The yield is 0.630. (4) The reactants are [F:1][C:2]1[CH:3]=[C:4]([CH3:13])[CH:5]=[C:6]2[C:10]=1[NH:9][C:8](=O)[C:7]2=O.[H-].[H-].[H-].[H-].[Li+].[Al+3].[OH-].[Na+]. The catalyst is O. The yield is 0.410. The product is [F:1][C:2]1[CH:3]=[C:4]([CH3:13])[CH:5]=[C:6]2[C:10]=1[NH:9][CH:8]=[CH:7]2.